Dataset: CYP1A2 inhibition data for predicting drug metabolism from PubChem BioAssay. Task: Regression/Classification. Given a drug SMILES string, predict its absorption, distribution, metabolism, or excretion properties. Task type varies by dataset: regression for continuous measurements (e.g., permeability, clearance, half-life) or binary classification for categorical outcomes (e.g., BBB penetration, CYP inhibition). Dataset: cyp1a2_veith. (1) The drug is NCCn1c(=O)c(CCc2ccccc2)nc2cncnc21. The result is 1 (inhibitor). (2) The result is 0 (non-inhibitor). The molecule is CC1(C)OC(=O)N(Cc2ccco2)C1(C)O. (3) The molecule is O=c1c(CCc2ccccc2)nc2cnc(N3CCNCC3)nc2n1CCc1ccccc1. The result is 1 (inhibitor). (4) The compound is Cc1ccc(Nc2ncccc2C(=O)NCc2cccs2)c(C)c1. The result is 1 (inhibitor). (5) The molecule is C[C@@]1(CCOCc2ccccc2)NC(=O)NC1=O. The result is 0 (non-inhibitor).